Dataset: CYP2D6 inhibition data for predicting drug metabolism from PubChem BioAssay. Task: Regression/Classification. Given a drug SMILES string, predict its absorption, distribution, metabolism, or excretion properties. Task type varies by dataset: regression for continuous measurements (e.g., permeability, clearance, half-life) or binary classification for categorical outcomes (e.g., BBB penetration, CYP inhibition). Dataset: cyp2d6_veith. (1) The compound is COc1ccc(O[C@H]2C=C[C@@H](c3ccccc3)O[C@H]2CO/N=C(/C)CCC(=O)OC[C@@H]2O[C@H](C#Cc3ccccc3)C=C[C@@H]2Oc2ccc(C)cc2)cc1. The result is 0 (non-inhibitor). (2) The drug is NC(=O)C1(NC(=O)[C@@H]2CC3(CC(c4cccc(NC(=O)[C@@H]5CCC(=O)N5)c4)=NO3)CN2C(=O)c2cnccn2)CC1. The result is 0 (non-inhibitor). (3) The drug is O=C(NCc1cc(F)cc2c1OCCO2)[C@H]1C[C@@H]1[C@H](NP(=O)(c1ccccc1)c1ccccc1)c1ccccc1. The result is 0 (non-inhibitor). (4) The molecule is COc1ccc(CCn2c3c(c(=O)[nH]c2=O)C(NC(=O)c2cccs2)(C(F)(F)F)C(=O)N3)cc1OC. The result is 0 (non-inhibitor). (5) The compound is COc1ccc(NC(=O)N2CC[C@@]3(CCCN(C(=O)Oc4ccccc4)C3)C2)cc1. The result is 1 (inhibitor).